From a dataset of Forward reaction prediction with 1.9M reactions from USPTO patents (1976-2016). Predict the product of the given reaction. (1) Given the reactants [F:1][CH:2]([F:22])[CH2:3][O:4][C@H:5]1[CH2:9][N:8](C(OCC2C=CC=CC=2)=O)[CH:7]([CH2:20][OH:21])[CH2:6]1.[H][H], predict the reaction product. The product is: [F:22][CH:2]([F:1])[CH2:3][O:4][C@H:5]1[CH2:9][NH:8][CH:7]([CH2:20][OH:21])[CH2:6]1. (2) Given the reactants [N:1]1[CH:2]=[CH:3][N:4]2[C:9]=1[CH:8]=[CH:7][C:6]([C:10]1[CH:15]=[CH:14][C:13]([C:16]([N:18]3[CH2:23][CH2:22][O:21][CH2:20][CH2:19]3)=[O:17])=[C:12]([O:24][CH3:25])[CH:11]=1)=[N:5]2.C1C(=O)N([I:33])C(=O)C1, predict the reaction product. The product is: [I:33][C:3]1[N:4]2[N:5]=[C:6]([C:10]3[CH:15]=[CH:14][C:13]([C:16]([N:18]4[CH2:23][CH2:22][O:21][CH2:20][CH2:19]4)=[O:17])=[C:12]([O:24][CH3:25])[CH:11]=3)[CH:7]=[CH:8][C:9]2=[N:1][CH:2]=1. (3) Given the reactants C([O:8][C:9]1[CH:10]=[C:11]([C:20](=[O:26])[CH:21](OCC)O)[C:12]2[O:17][CH2:16][C:15](=[O:18])[NH:14][C:13]=2[CH:19]=1)C1C=CC=CC=1.[Cl:27][C:28]1[CH:33]=[C:32]([F:34])[CH:31]=[CH:30][C:29]=1[CH2:35][C:36]([NH2:39])([CH3:38])[CH3:37].[BH4-].[Li+], predict the reaction product. The product is: [Cl:27][C:28]1[CH:33]=[C:32]([F:34])[CH:31]=[CH:30][C:29]=1[CH2:35][C:36]([NH:39][CH2:21][CH:20]([C:11]1[C:12]2[O:17][CH2:16][C:15](=[O:18])[NH:14][C:13]=2[CH:19]=[C:9]([OH:8])[CH:10]=1)[OH:26])([CH3:37])[CH3:38].